Task: Predict the reaction yield, written as a fraction of the theoretical maximum amount of product (1.0 means a 100% yield; for example, 0.34 means a 34% yield).. Dataset: Reaction yield outcomes from USPTO patents with 853,638 reactions (1) The reactants are [CH2:1]([O:3][C:4]([C:6]1[C:7]([CH3:16])=[C:8]2[N:13]([CH:14]=1)[N:12]=[CH:11][N:10]=[C:9]2O)=[O:5])[CH3:2].P(Cl)(Cl)([Cl:19])=O.C(N(C(C)C)CC)(C)C. The catalyst is C1(C)C=CC=CC=1. The product is [CH2:1]([O:3][C:4]([C:6]1[C:7]([CH3:16])=[C:8]2[N:13]([CH:14]=1)[N:12]=[CH:11][N:10]=[C:9]2[Cl:19])=[O:5])[CH3:2]. The yield is 0.990. (2) The reactants are C(N1C=CN=C1)(N1C=CN=C1)=O.[CH:13]1([C:19]2[C:20]3[CH:21]=[CH:22][C:23]([C:43]([OH:45])=O)=[CH:24][C:25]=3[N:26]3[CH2:32][C:31]([C:33]([O:35][CH3:36])=[O:34])=[CH:30][C:29]4[CH:37]=[C:38]([O:41][CH3:42])[CH:39]=[CH:40][C:28]=4[C:27]=23)[CH2:18][CH2:17][CH2:16][CH2:15][CH2:14]1.[CH3:46][CH:47]([S:49]([NH2:52])(=[O:51])=[O:50])[CH3:48].C1CCN2C(=NCCC2)CC1. The catalyst is C1COCC1.CCOC(C)=O. The product is [CH:13]1([C:19]2[C:20]3[CH:21]=[CH:22][C:23]([C:43](=[O:45])[NH:52][S:49]([CH:47]([CH3:48])[CH3:46])(=[O:51])=[O:50])=[CH:24][C:25]=3[N:26]3[CH2:32][C:31]([C:33]([O:35][CH3:36])=[O:34])=[CH:30][C:29]4[CH:37]=[C:38]([O:41][CH3:42])[CH:39]=[CH:40][C:28]=4[C:27]=23)[CH2:14][CH2:15][CH2:16][CH2:17][CH2:18]1. The yield is 0.850. (3) The reactants are [I:1][C:2]1[CH:8]=[CH:7][C:5](N)=[C:4]([N+:9]([O-:11])=[O:10])[CH:3]=1.S(=O)(=O)(O)O.N([O-])=O.[Na+].[I-:21].[Na+]. The catalyst is O.C(OCC)C.C(O)(=O)C. The product is [I:21][C:5]1[CH:7]=[CH:8][C:2]([I:1])=[CH:3][C:4]=1[N+:9]([O-:11])=[O:10]. The yield is 0.990. (4) The reactants are [F:1][C:2]1[CH:3]=[CH:4][C:5]2[N:11]([CH3:12])[C:10](=[O:13])[CH2:9][NH:8][C:7](=O)[C:6]=2[CH:15]=1.CCN(CC)CC.O=P(Cl)(Cl)[Cl:25]. No catalyst specified. The product is [Cl:25][C:7]1[C:6]2[CH:15]=[C:2]([F:1])[CH:3]=[CH:4][C:5]=2[N:11]([CH3:12])[C:10](=[O:13])[CH2:9][N:8]=1. The yield is 0.780. (5) The reactants are [F:1][C:2]1[CH:3]=[C:4]2[C:8](=[CH:9][CH:10]=1)[NH:7][C:6](=[O:11])[CH2:5]2.C[Si]([N-][Si](C)(C)C)(C)C.[Li+].[N:22]1([CH2:28][C:29]2[N:34]=[C:33]3[CH2:35][O:36][C:37](=O)[C:32]3=[CH:31][CH:30]=2)[CH2:27][CH2:26][O:25][CH2:24][CH2:23]1.Cl. The catalyst is C1COCC1. The product is [F:1][C:2]1[CH:3]=[C:4]2[C:8](=[CH:9][CH:10]=1)[NH:7][C:6](=[O:11])[C:5]2=[C:37]1[C:32]2[C:33](=[N:34][C:29]([CH2:28][N:22]3[CH2:27][CH2:26][O:25][CH2:24][CH2:23]3)=[CH:30][CH:31]=2)[CH2:35][O:36]1. The yield is 0.350. (6) The reactants are Cl.[S:2]1[CH:6]=[CH:5][CH:4]=[C:3]1[CH2:7][O:8][CH:9]1[CH2:12][NH:11][CH2:10]1.CCN=C=NCCCN(C)C.C1C=CC2N(O)N=NC=2C=1.C(N(C(C)C)CC)(C)C.Cl.[CH3:44][O:45][C:46]1[CH:69]=[CH:68][C:49]([CH2:50][N:51]2[CH2:57][C:56]3[CH:58]=[C:59](/[CH:62]=[CH:63]/[C:64](O)=[O:65])[CH:60]=[N:61][C:55]=3[NH:54][C:53](=[O:67])[CH2:52]2)=[CH:48][CH:47]=1. The catalyst is CN(C)C=O.O.C(OCC)(=O)C. The product is [CH3:44][O:45][C:46]1[CH:69]=[CH:68][C:49]([CH2:50][N:51]2[CH2:57][C:56]3[CH:58]=[C:59](/[CH:62]=[CH:63]/[C:64](=[O:65])[N:11]4[CH2:12][CH:9]([O:8][CH2:7][C:3]5[S:2][CH:6]=[CH:5][CH:4]=5)[CH2:10]4)[CH:60]=[N:61][C:55]=3[NH:54][C:53](=[O:67])[CH2:52]2)=[CH:48][CH:47]=1. The yield is 0.400. (7) The reactants are [CH3:1][C:2]1[CH:7]=[CH:6][CH:5]=[C:4]([N+:8]([O-:10])=[O:9])[C:3]=1[OH:11].[H-].[Na+].[C:14]([O:18][C:19]([N:21]1[C@H:25]([C:26]([O:28][CH2:29][C:30]2[CH:35]=[CH:34][CH:33]=[CH:32][CH:31]=2)=[O:27])[CH2:24]OS1(=O)=O)=[O:20])([CH3:17])([CH3:16])[CH3:15]. The catalyst is CN(C)C=O. The product is [CH2:29]([O:28][C:26](=[O:27])[C@@H:25]([NH:21][C:19]([O:18][C:14]([CH3:17])([CH3:16])[CH3:15])=[O:20])[CH2:24][O:11][C:3]1[C:4]([N+:8]([O-:10])=[O:9])=[CH:5][CH:6]=[CH:7][C:2]=1[CH3:1])[C:30]1[CH:31]=[CH:32][CH:33]=[CH:34][CH:35]=1. The yield is 0.330.